From a dataset of Forward reaction prediction with 1.9M reactions from USPTO patents (1976-2016). Predict the product of the given reaction. (1) The product is: [ClH:1].[Cl:1][C:2]1[CH:3]=[C:4]([C:12]2[O:16][N:15]=[C:14]([C:17]3[C:27]4[CH2:26][CH2:25][NH:24][CH2:23][CH2:22][C:21]=4[CH:20]=[CH:19][CH:18]=3)[N:13]=2)[CH:5]=[CH:6][C:7]=1[O:8][CH:9]([CH3:10])[CH3:11]. Given the reactants [Cl:1][C:2]1[CH:3]=[C:4]([C:12]2[O:16][N:15]=[C:14]([C:17]3[C:27]4[CH2:26][CH2:25][N:24](C(OC(C)(C)C)=O)[CH2:23][CH2:22][C:21]=4[CH:20]=[CH:19][CH:18]=3)[N:13]=2)[CH:5]=[CH:6][C:7]=1[O:8][CH:9]([CH3:11])[CH3:10].FC(F)(F)C(O)=O, predict the reaction product. (2) Given the reactants Cl[C:2]1[CH:7]=[C:6]([C:8]2[CH:13]=[CH:12][CH:11]=[CH:10][N:9]=2)[N:5]=[C:4]([C:14]2[CH:19]=[CH:18][CH:17]=[CH:16][N:15]=2)[N:3]=1.[CH3:20][O:21][C:22]1[CH:23]=[CH:24][C:25]([CH3:29])=[C:26]([CH:28]=1)[NH2:27], predict the reaction product. The product is: [CH3:20][O:21][C:22]1[CH:23]=[CH:24][C:25]([CH3:29])=[C:26]([CH:28]=1)[NH:27][C:2]1[CH:7]=[C:6]([C:8]2[CH:13]=[CH:12][CH:11]=[CH:10][N:9]=2)[N:5]=[C:4]([C:14]2[CH:19]=[CH:18][CH:17]=[CH:16][N:15]=2)[N:3]=1. (3) Given the reactants N#N.[O:3]=[C:4]([CH3:17])[CH2:5][CH2:6][CH2:7][CH2:8][C:9]1[O:10][CH:11]=[C:12]([C:14](O)=[O:15])[N:13]=1.CN(C=O)C.C(Cl)(=O)C([Cl:26])=O, predict the reaction product. The product is: [O:3]=[C:4]([CH3:17])[CH2:5][CH2:6][CH2:7][CH2:8][C:9]1[O:10][CH:11]=[C:12]([C:14]([Cl:26])=[O:15])[N:13]=1. (4) Given the reactants [CH3:1][NH:2][C:3]([C:5]1[C:13]2[CH:12]=[C:11]3[C:14](=[CH2:23])[CH2:15][CH2:16][CH2:17][N:18]([S:19]([CH3:22])(=[O:21])=[O:20])[C:10]3=[N:9][C:8]=2[O:7][C:6]=1[C:24]1[CH:29]=[CH:28][C:27]([F:30])=[CH:26][CH:25]=1)=[O:4].CNC(C1C2C=C3C(C)=CCCN(S(C)(=O)=O)C3=NC=2OC=1C1C=CC(F)=CC=1)=[O:34].B.C1COCC1.C1COCC1.[OH-].[Na+].OO, predict the reaction product. The product is: [CH3:1][NH:2][C:3]([C:5]1[C:13]2[CH:12]=[C:11]3[C:14]([OH:34])([CH3:23])[CH2:15][CH2:16][CH2:17][N:18]([S:19]([CH3:22])(=[O:21])=[O:20])[C:10]3=[N:9][C:8]=2[O:7][C:6]=1[C:24]1[CH:29]=[CH:28][C:27]([F:30])=[CH:26][CH:25]=1)=[O:4]. (5) Given the reactants [CH3:1][CH:2]([C@@:4]12[C@@H:19]([OH:20])[C@:18]34[O:21][C@H:17]3[CH2:16][C@@H:15]3[C@:10]([CH3:26])([CH2:11][CH2:12][C:13]5[C:24](=[O:25])[O:23][CH2:22][C:14]=53)[C@:8]34[O:9][C@H:7]3[C@@H:5]1[O:6]2)[CH3:3].[C:27]1(=[O:33])[O:32][C:30](=[O:31])[CH2:29][CH2:28]1.CCCCCC, predict the reaction product. The product is: [CH3:3][CH:2]([C@@:4]12[C@@H:19]([OH:20])[C@:18]34[O:21][C@H:17]3[CH2:16][C@@H:15]3[C@:10]([CH3:26])([CH2:11][CH2:12][C:13]5[C:24](=[O:25])[O:23][CH2:22][C:14]=53)[C@:8]34[O:9][C@H:7]3[C@@H:5]1[O:6]2)[CH3:1].[C:27]([O-:32])(=[O:33])[CH2:28][CH2:29][C:30]([O-:6])=[O:31]. (6) Given the reactants [Cl:1][C:2]1[CH:7]=[CH:6][CH:5]=[CH:4][C:3]=1[N:8]1[CH2:17][CH2:16][C:15]2[C:10](=[CH:11][CH:12]=[C:13]([O:18]C)[CH:14]=2)[C:9]1=[O:20].B(Br)(Br)Br.Cl, predict the reaction product. The product is: [Cl:1][C:2]1[CH:7]=[CH:6][CH:5]=[CH:4][C:3]=1[N:8]1[CH2:17][CH2:16][C:15]2[C:10](=[CH:11][CH:12]=[C:13]([OH:18])[CH:14]=2)[C:9]1=[O:20]. (7) Given the reactants [Cl:1][C:2]1[C:10]([Cl:11])=[C:9]2[C:5]([CH2:6][C:7](=[O:12])[NH:8]2)=[CH:4][CH:3]=1.[Br:13]N1C(=O)CCC1=O, predict the reaction product. The product is: [Br:13][C:3]1[CH:4]=[C:5]2[C:9](=[C:10]([Cl:11])[C:2]=1[Cl:1])[NH:8][C:7](=[O:12])[CH2:6]2. (8) The product is: [NH2:10][C@H:11]([CH3:28])[CH2:12][NH:13][C:14]1[CH:19]=[CH:18][N:17]=[C:16]([C:20]2[CH:25]=[C:24]([Cl:26])[CH:23]=[CH:22][C:21]=2[OH:27])[N:15]=1. Given the reactants C(OC(=O)[NH:10][C@H:11]([CH3:28])[CH2:12][NH:13][C:14]1[CH:19]=[CH:18][N:17]=[C:16]([C:20]2[CH:25]=[C:24]([Cl:26])[CH:23]=[CH:22][C:21]=2[OH:27])[N:15]=1)C1C=CC=CC=1.[H][H], predict the reaction product. (9) The product is: [C:8]([C:7]1[C:2]([NH:32][C@@H:29]2[CH2:28][CH2:27][C@H:26]([C:24]([NH:23][CH3:22])=[O:25])[CH2:31][CH2:30]2)=[N:3][C:4]([NH:10][CH2:11][C:12]2[CH:13]=[N:14][CH:15]=[CH:16][C:17]=2[C:18]([F:21])([F:20])[F:19])=[N:5][CH:6]=1)#[N:9]. Given the reactants Cl[C:2]1[C:7]([C:8]#[N:9])=[CH:6][N:5]=[C:4]([NH:10][CH2:11][C:12]2[CH:13]=[N:14][CH:15]=[CH:16][C:17]=2[C:18]([F:21])([F:20])[F:19])[N:3]=1.[CH3:22][NH:23][C:24]([CH:26]1[CH2:31][CH2:30][CH:29]([NH2:32])[CH2:28][CH2:27]1)=[O:25].N12CCCN=C1CCCCC2, predict the reaction product.